From a dataset of Forward reaction prediction with 1.9M reactions from USPTO patents (1976-2016). Predict the product of the given reaction. (1) Given the reactants [CH2:1]([O:3][C:4]([N:6]1[C:14]2[C:9](=[CH:10][C:11]([C:15]3[N:16]([CH3:24])[N:17]=[C:18]([C:20]([F:23])([F:22])[F:21])[CH:19]=3)=[CH:12][CH:13]=2)[CH:8]=[C:7]1OS(C(F)(F)F)(=O)=O)=[O:5])[CH3:2].[CH3:33][O:34][C:35]([C:37]1[CH:42]=[CH:41][C:40](B(O)O)=[C:39]([CH3:46])[CH:38]=1)=[O:36], predict the reaction product. The product is: [CH2:1]([O:3][C:4]([N:6]1[C:14]2[C:9](=[CH:10][C:11]([C:15]3[N:16]([CH3:24])[N:17]=[C:18]([C:20]([F:23])([F:21])[F:22])[CH:19]=3)=[CH:12][CH:13]=2)[CH:8]=[C:7]1[C:40]1[CH:41]=[CH:42][C:37]([C:35]([O:34][CH3:33])=[O:36])=[CH:38][C:39]=1[CH3:46])=[O:5])[CH3:2]. (2) Given the reactants [CH2:1]([O:3][C:4](=[O:12])/[C:5](/[N+:10]#[C-:11])=[CH:6]/[N:7]([CH3:9])C)[CH3:2].[CH:13]1(N)[CH2:16]C[CH2:14]1, predict the reaction product. The product is: [CH2:1]([O:3][C:4]([C:5]1[N:10]=[CH:11][N:7]([CH:9]2[CH2:16][CH2:13][CH2:14]2)[CH:6]=1)=[O:12])[CH3:2]. (3) Given the reactants Br[C:2]1[CH:7]=[CH:6][N:5]=[C:4]2[NH:8][C:9]([CH:11]3[CH2:13][CH2:12]3)=[CH:10][C:3]=12.[O:14]1[CH2:19][CH2:18][CH:17]([O:20][C:21]2[CH:28]=[CH:27][C:26](B3OC(C)(C)C(C)(C)O3)=[CH:25][C:22]=2[C:23]#[N:24])[CH2:16][CH2:15]1.C([O-])([O-])=O.[Cs+].[Cs+], predict the reaction product. The product is: [CH:11]1([C:9]2[NH:8][C:4]3=[N:5][CH:6]=[CH:7][C:2]([C:26]4[CH:27]=[CH:28][C:21]([O:20][CH:17]5[CH2:18][CH2:19][O:14][CH2:15][CH2:16]5)=[C:22]([CH:25]=4)[C:23]#[N:24])=[C:3]3[CH:10]=2)[CH2:13][CH2:12]1. (4) Given the reactants [CH:1]1([CH2:4][O:5][C:6]2[CH:37]=[CH:36][C:9]3[C:10]([CH2:13][CH2:14][CH:15]4[CH2:20][CH2:19][N:18]([CH2:21][C:22]5[N:27]=[C:26]([NH:28]C(=O)OC(C)(C)C)[CH:25]=[CH:24][CH:23]=5)[CH2:17][CH2:16]4)=[N:11][O:12][C:8]=3[C:7]=2[CH2:38][N:39]([CH3:41])[CH3:40])[CH2:3][CH2:2]1.Cl.N, predict the reaction product. The product is: [CH:1]1([CH2:4][O:5][C:6]2[CH:37]=[CH:36][C:9]3[C:10]([CH2:13][CH2:14][CH:15]4[CH2:20][CH2:19][N:18]([CH2:21][C:22]5[N:27]=[C:26]([NH2:28])[CH:25]=[CH:24][CH:23]=5)[CH2:17][CH2:16]4)=[N:11][O:12][C:8]=3[C:7]=2[CH2:38][N:39]([CH3:41])[CH3:40])[CH2:3][CH2:2]1. (5) Given the reactants N[C:2]1[CH:3]=[C:4]2[C:8](=[CH:9][CH:10]=1)[N:7]([C:11](=[O:13])[CH3:12])[CH2:6][CH2:5]2.N([O-])=O.[Na+].C(=O)([O-])[O-].[Na+].[Na+].[C-]#N.[Na+].[Cu](C#N)[C:28]#[N:29], predict the reaction product. The product is: [C:11]([N:7]1[C:8]2[C:4](=[CH:3][C:2]([C:28]#[N:29])=[CH:10][CH:9]=2)[CH2:5][CH2:6]1)(=[O:13])[CH3:12]. (6) Given the reactants [C:1]([N:4]1[C:12]2[C:7](=[CH:8][C:9]([C:13](=[O:15])[CH3:14])=[CH:10][CH:11]=2)[CH2:6][C:5]1=[O:16])(=[O:3])[CH3:2].[F:17][C:18]1[CH:26]=[CH:25][CH:24]=[C:23]([F:27])[C:19]=1[C:20](O)=[O:21], predict the reaction product. The product is: [C:1]([N:4]1[C:12]2[C:7](=[CH:8][C:9]([C:13](=[O:15])[CH3:14])=[CH:10][CH:11]=2)[C:6](=[C:20]([C:19]2[C:18]([F:17])=[CH:26][CH:25]=[CH:24][C:23]=2[F:27])[OH:21])[C:5]1=[O:16])(=[O:3])[CH3:2]. (7) Given the reactants C(C1C=CC=CC=1)(=O)CC.[C:11]1([C:17](=[O:23])[C:18](=[N:21][OH:22])[CH2:19]C)[CH:16]=[CH:15][CH:14]=[CH:13][CH:12]=1, predict the reaction product. The product is: [C:11]1([C:17](=[O:23])[C:18](=[N:21][OH:22])[CH3:19])[CH:16]=[CH:15][CH:14]=[CH:13][CH:12]=1. (8) Given the reactants [Cl:1][C:2]1[C:10]2[N:9]([CH2:11][C:12]([C:15]3[CH:20]=[CH:19][N:18]=[CH:17][CH:16]=3)(O)[CH3:13])[C:8]3[CH2:21][CH2:22][N:23]([CH3:25])[CH2:24][C:7]=3[C:6]=2[CH:5]=[CH:4][CH:3]=1.[OH-].[K+], predict the reaction product. The product is: [Cl:1][C:2]1[C:10]2[N:9](/[CH:11]=[C:12](/[C:15]3[CH:20]=[CH:19][N:18]=[CH:17][CH:16]=3)\[CH3:13])[C:8]3[CH2:21][CH2:22][N:23]([CH3:25])[CH2:24][C:7]=3[C:6]=2[CH:5]=[CH:4][CH:3]=1.